From a dataset of Full USPTO retrosynthesis dataset with 1.9M reactions from patents (1976-2016). Predict the reactants needed to synthesize the given product. (1) Given the product [F:23][CH:2]([F:1])[O:3][C:4]1[CH:9]=[C:8]([CH:7]=[CH:6][C:5]=1[N:13]1[CH2:18][CH2:17][N:16]([CH:19]2[CH2:22][O:21][CH2:20]2)[CH2:15][CH2:14]1)[NH2:10], predict the reactants needed to synthesize it. The reactants are: [F:1][CH:2]([F:23])[O:3][C:4]1[CH:9]=[C:8]([N+:10]([O-])=O)[CH:7]=[CH:6][C:5]=1[N:13]1[CH2:18][CH2:17][N:16]([CH:19]2[CH2:22][O:21][CH2:20]2)[CH2:15][CH2:14]1. (2) Given the product [ClH:34].[NH2:1][C:2]1[C:3]([S:8]([C:9]2[CH:14]=[CH:13][CH:12]=[CH:11][C:10]=2[C:15]2[CH:20]=[CH:19][C:18]([C:21]3[CH:26]=[N:25][C:24]([NH2:27])=[N:23][CH:22]=3)=[C:17]([F:28])[CH:16]=2)(=[O:36])=[O:29])=[N:4][CH:5]=[N:6][CH:7]=1, predict the reactants needed to synthesize it. The reactants are: [NH2:1][C:2]1[C:3]([S:8][C:9]2[CH:14]=[CH:13][CH:12]=[CH:11][C:10]=2[C:15]2[CH:20]=[CH:19][C:18]([C:21]3[CH:22]=[N:23][C:24]([NH2:27])=[N:25][CH:26]=3)=[C:17]([F:28])[CH:16]=2)=[N:4][CH:5]=[N:6][CH:7]=1.[OH2:29].CC#N.C(Cl)[Cl:34].[OH2:36]. (3) The reactants are: CO.C([O:6][C@@H:7]1[C@@H:12]([O:13]C(=O)C)[C@H:11]([O:17]C(=O)C)[C@@H:10]([CH2:21][O:22]C(=O)C)[O:9][C@H:8]1[C:26]1[CH:31]=[CH:30][C:29]([F:32])=[C:28]([CH2:33][C:34]2[S:35][C:36]3[CH:42]=[CH:41][CH:40]=[CH:39][C:37]=3[CH:38]=2)[CH:27]=1)(=O)C.[OH-].[Na+].Cl. Given the product [S:35]1[C:36]2[CH:42]=[CH:41][CH:40]=[CH:39][C:37]=2[CH:38]=[C:34]1[CH2:33][C:28]1[CH:27]=[C:26]([C@@H:8]2[O:9][C@H:10]([CH2:21][OH:22])[C@@H:11]([OH:17])[C@H:12]([OH:13])[C@H:7]2[OH:6])[CH:31]=[CH:30][C:29]=1[F:32], predict the reactants needed to synthesize it. (4) Given the product [ClH:28].[CH:1]1([N:5]2[CH2:6][CH2:7][CH:8]([O:11][C:12]3[CH:13]=[CH:14][C:15]([N:18]4[CH:22]=[N:21][C:20]([C:23]([OH:25])=[O:24])=[N:19]4)=[CH:16][CH:17]=3)[CH2:9][CH2:10]2)[CH2:2][CH2:3][CH2:4]1, predict the reactants needed to synthesize it. The reactants are: [CH:1]1([N:5]2[CH2:10][CH2:9][CH:8]([O:11][C:12]3[CH:17]=[CH:16][C:15]([N:18]4[CH:22]=[N:21][C:20]([C:23]([O:25]CC)=[O:24])=[N:19]4)=[CH:14][CH:13]=3)[CH2:7][CH2:6]2)[CH2:4][CH2:3][CH2:2]1.[ClH:28]. (5) Given the product [CH3:23][O:24][C:25](=[O:35])[CH:26]=[C:11]([C:5]1[CH:6]=[CH:7][C:8]([O:9][CH3:10])=[C:3]([O:2][CH3:1])[CH:4]=1)[C:13]1[CH:18]=[C:17]([O:19][CH3:20])[CH:16]=[C:15]([O:21][CH3:22])[CH:14]=1, predict the reactants needed to synthesize it. The reactants are: [CH3:1][O:2][C:3]1[CH:4]=[C:5]([C:11]([C:13]2[CH:18]=[C:17]([O:19][CH3:20])[CH:16]=[C:15]([O:21][CH3:22])[CH:14]=2)=O)[CH:6]=[CH:7][C:8]=1[O:9][CH3:10].[CH3:23][O:24][C:25](=[O:35])[CH2:26]P(OCC)(OCC)=O.C[Si]([N-][Si](C)(C)C)(C)C.[Li+].COC1C=C(C(C2C=CC=C(OC)C=2)=CC#N)C=C(OC)C=1. (6) Given the product [CH:1]1([C:7]([N:9]2[C:18]3[C:13](=[CH:14][C:15]([OH:19])=[CH:16][CH:17]=3)[CH2:12][CH2:11][CH:10]2[CH2:27][N:28]2[CH2:29][CH2:30][N:31]([C:34]3[CH:42]=[CH:41][CH:40]=[C:39]4[C:35]=3[CH:36]=[CH:37][NH:38]4)[CH2:32][CH2:33]2)=[O:8])[CH2:6][CH2:5][CH2:4][CH2:3][CH2:2]1, predict the reactants needed to synthesize it. The reactants are: [CH:1]1([C:7]([N:9]2[C:18]3[C:13](=[CH:14][C:15]([O:19]C(OC(C)(C)C)=O)=[CH:16][CH:17]=3)[CH2:12][CH2:11][CH:10]2[CH2:27][N:28]2[CH2:33][CH2:32][N:31]([C:34]3[CH:42]=[CH:41][CH:40]=[C:39]4[C:35]=3[CH:36]=[CH:37][NH:38]4)[CH2:30][CH2:29]2)=[O:8])[CH2:6][CH2:5][CH2:4][CH2:3][CH2:2]1. (7) The reactants are: [F:1][C:2]1[CH:3]=[C:4]([S:14]([NH:17][C:18]2[CH:19]=[C:20]([NH:26][C:27](=[O:39])[C:28]([NH:31]C(=O)OC(C)(C)C)([CH3:30])[CH3:29])[CH:21]=[CH:22][C:23]=2[O:24][CH3:25])(=[O:16])=[O:15])[CH:5]=[CH:6][C:7]=1[C:8]1[O:9][C:10]([CH3:13])=[CH:11][CH:12]=1.[ClH:40]. Given the product [ClH:40].[F:1][C:2]1[CH:3]=[C:4]([S:14]([NH:17][C:18]2[CH:19]=[C:20]([NH:26][C:27](=[O:39])[C:28]([CH3:29])([CH3:30])[NH2:31])[CH:21]=[CH:22][C:23]=2[O:24][CH3:25])(=[O:16])=[O:15])[CH:5]=[CH:6][C:7]=1[C:8]1[O:9][C:10]([CH3:13])=[CH:11][CH:12]=1, predict the reactants needed to synthesize it. (8) Given the product [CH2:13]([C:2]1[C:7]([C:8]([O:10][CH2:11][CH3:12])=[O:9])=[CH:6][CH:5]=[CH:4][N:3]=1)[CH3:14], predict the reactants needed to synthesize it. The reactants are: Cl[C:2]1[C:7]([C:8]([O:10][CH2:11][CH3:12])=[O:9])=[CH:6][CH:5]=[CH:4][N:3]=1.[CH2:13]([Zn]CC)[CH3:14]. (9) Given the product [Br:1][C:2]1[CH:3]=[C:4]([CH:9]([OH:13])[CH2:10][CH2:11][NH:12][C:22](=[O:23])[C:21]([F:28])([F:27])[F:20])[CH:5]=[CH:6][C:7]=1[F:8], predict the reactants needed to synthesize it. The reactants are: [Br:1][C:2]1[CH:3]=[C:4]([CH:9]([OH:13])[CH2:10][C:11]#[N:12])[CH:5]=[CH:6][C:7]=1[F:8].B.C1COCC1.[F:20][C:21]([F:28])([F:27])[C:22](OCC)=[O:23].